From a dataset of Catalyst prediction with 721,799 reactions and 888 catalyst types from USPTO. Predict which catalyst facilitates the given reaction. (1) Reactant: [CH:1]1[C:11]2[CH2:10][N:9]([C:12](=[O:17])[C:13]([F:16])([F:15])[F:14])[C:8]3[CH:18]=[CH:19][CH:20]=[CH:21][C:7]=3[NH:6][C:5]=2[CH:4]=[CH:3][CH:2]=1.[H-].[Na+].I[CH3:25]. Product: [CH3:25][N:6]1[C:5]2[CH:4]=[CH:3][CH:2]=[CH:1][C:11]=2[CH2:10][N:9]([C:12](=[O:17])[C:13]([F:16])([F:14])[F:15])[C:8]2[CH:18]=[CH:19][CH:20]=[CH:21][C:7]1=2. The catalyst class is: 9. (2) Reactant: [NH2:1][CH:2]1[CH2:7][CH2:6][N:5]([C:8]([O:10][CH2:11][CH3:12])=[O:9])[CH2:4][CH2:3]1.CCN(CC)CC.Cl[C:21]([O:23][C:24]1[CH:29]=[CH:28][C:27]([N+:30]([O-:32])=[O:31])=[CH:26][CH:25]=1)=[O:22].O. Product: [N+:30]([C:27]1[CH:28]=[CH:29][C:24]([O:23][C:21]([NH:1][CH:2]2[CH2:3][CH2:4][N:5]([C:8]([O:10][CH2:11][CH3:12])=[O:9])[CH2:6][CH2:7]2)=[O:22])=[CH:25][CH:26]=1)([O-:32])=[O:31]. The catalyst class is: 2. (3) Reactant: C(OC([N:8]1[C:13]2([CH2:19][O:18][CH2:17][CH2:16][O:15][CH2:14]2)[C:12](=[O:20])[N:11]([CH2:21][C:22]([OH:24])=O)[CH:10]([C:25]2[CH:30]=[CH:29][C:28]([F:31])=[CH:27][CH:26]=2)[CH2:9]1)=O)(C)(C)C.CN(C(ON1N=NC2C=CC=NC1=2)=[N+](C)C)C.F[P-](F)(F)(F)(F)F.[NH2:56][C:57]1[CH:58]=[C:59]2[C:72](=[CH:73][CH:74]=1)[CH2:71][C@@:61]1([C:69]3[C:64](=[N:65][CH:66]=[CH:67][CH:68]=3)[NH:63][C:62]1=[O:70])[CH2:60]2. Product: [F:31][C:28]1[CH:29]=[CH:30][C:25]([CH:10]2[N:11]([CH2:21][C:22]([NH:56][C:57]3[CH:58]=[C:59]4[C:72](=[CH:73][CH:74]=3)[CH2:71][C@:61]3([C:69]5[C:64](=[N:65][CH:66]=[CH:67][CH:68]=5)[NH:63][C:62]3=[O:70])[CH2:60]4)=[O:24])[C:12](=[O:20])[C:13]3([CH2:19][O:18][CH2:17][CH2:16][O:15][CH2:14]3)[NH:8][CH2:9]2)=[CH:26][CH:27]=1. The catalyst class is: 3. (4) Reactant: [Br:1][C:2]1[CH:7]=[C:6]([O:8][C:9]2[CH:10]=[C:11]([CH:15]=[CH:16][CH:17]=2)[C:12]([OH:14])=O)[CH:5]=[CH:4][N:3]=1.CN(C(ON1N=NC2C=CC=NC1=2)=[N+](C)C)C.F[P-](F)(F)(F)(F)F.[F:42][C:43]1[CH:49]=[CH:48][C:47]([CH3:50])=[CH:46][C:44]=1[NH2:45].C(N(CC)C(C)C)(C)C. Product: [Br:1][C:2]1[CH:7]=[C:6]([O:8][C:9]2[CH:10]=[C:11]([CH:15]=[CH:16][CH:17]=2)[C:12]([NH:45][C:44]2[CH:46]=[C:47]([CH3:50])[CH:48]=[CH:49][C:43]=2[F:42])=[O:14])[CH:5]=[CH:4][N:3]=1. The catalyst class is: 18. (5) Reactant: [NH2:1][C:2]1[CH:3]=[C:4]([CH3:18])[C:5]([N:8]2[CH2:13][CH2:12][CH:11]([C:14]([O:16][CH3:17])=[O:15])[CH2:10][CH2:9]2)=[N:6][CH:7]=1.Cl[C:20](=[O:25])[C:21]([O:23][CH3:24])=[O:22].N1C=CC=CC=1. Product: [CH3:24][O:23][C:21](=[O:22])[C:20]([NH:1][C:2]1[CH:3]=[C:4]([CH3:18])[C:5]([N:8]2[CH2:13][CH2:12][CH:11]([C:14]([O:16][CH3:17])=[O:15])[CH2:10][CH2:9]2)=[N:6][CH:7]=1)=[O:25]. The catalyst class is: 2. (6) Reactant: [C:1]([C:5]1[CH:9]=[C:8]([CH2:10][NH2:11])[N:7]([C:12]2[CH:17]=[CH:16][CH:15]=[C:14]([Cl:18])[CH:13]=2)[N:6]=1)([CH3:4])([CH3:3])[CH3:2].[F:19][C:20]1[CH:21]=[C:22]([NH:31][C:32](=O)[O:33]C2C=CC=CC=2)[CH:23]=[CH:24][C:25]=1[N:26]1[CH2:29][CH:28]([OH:30])[CH2:27]1. Product: [C:1]([C:5]1[CH:9]=[C:8]([CH2:10][NH:11][C:32]([NH:31][C:22]2[CH:23]=[CH:24][C:25]([N:26]3[CH2:27][CH:28]([OH:30])[CH2:29]3)=[C:20]([F:19])[CH:21]=2)=[O:33])[N:7]([C:12]2[CH:17]=[CH:16][CH:15]=[C:14]([Cl:18])[CH:13]=2)[N:6]=1)([CH3:4])([CH3:2])[CH3:3]. The catalyst class is: 10. (7) Reactant: [CH2:1]([C:3]1[S:7][C:6]([C:8](=[O:23])[CH2:9][CH2:10][C:11]2[CH:16]=[C:15]([CH3:17])[C:14]([O:18][CH2:19][CH2:20][OH:21])=[C:13]([CH3:22])[CH:12]=2)=[C:5]2[CH2:24][CH2:25][C:26]([CH3:29])([CH3:28])[CH2:27][C:4]=12)[CH3:2].CCN(C(C)C)C(C)C.[CH3:39][S:40](Cl)(=[O:42])=[O:41]. Product: [CH2:1]([C:3]1[S:7][C:6]([C:8](=[O:23])[CH2:9][CH2:10][C:11]2[CH:16]=[C:15]([CH3:17])[C:14]([O:18][CH2:19][CH2:20][O:21][S:40]([CH3:39])(=[O:42])=[O:41])=[C:13]([CH3:22])[CH:12]=2)=[C:5]2[CH2:24][CH2:25][C:26]([CH3:28])([CH3:29])[CH2:27][C:4]=12)[CH3:2]. The catalyst class is: 165. (8) Reactant: [Br:1][C:2]1[CH:7]=[CH:6][CH:5]=[CH:4][C:3]=1[CH2:8][CH2:9]Br.[S:11]([O-:14])([O-:13])=[O:12].[Na+:15].[Na+]. Product: [Br:1][C:2]1[CH:7]=[CH:6][CH:5]=[CH:4][C:3]=1[CH2:8][CH2:9][S:11]([O-:14])(=[O:13])=[O:12].[Na+:15]. The catalyst class is: 40.